Dataset: Experimentally validated miRNA-target interactions with 360,000+ pairs, plus equal number of negative samples. Task: Binary Classification. Given a miRNA mature sequence and a target amino acid sequence, predict their likelihood of interaction. (1) The miRNA is hsa-miR-4703-5p with sequence UAGCAAUACAGUACAAAUAUAGU. The protein sequence of the target gene is MCHSRSCHPTMTILQAPTPAPSTIPGPRRGSGPEIFTFDPLPEPAAAPAGRPSASRGHRKRSRRVLYPRVVRRQLPVEEPNPAKRLLFLLLTIVFCQILMAEEGVPAPLPPEDAPNAASLAPTPVSAVLEPFNLTSEPSDYALDLSTFLQQHPAAF. Result: 1 (interaction). (2) Result: 0 (no interaction). The miRNA is mmu-miR-34c-5p with sequence AGGCAGUGUAGUUAGCUGAUUGC. The protein sequence of the target gene is MEAARTAVLRVKRKRSAEPAEALVLACKRLRSDAVESAAQKTSEGLERAAENNVFHLVATVCSQEEPVQPLLREVLRPSRDSQQRVRRNLRASAREVRQEGRYRVLSSRRSLGTTSSGQESEYTPGNPEAAGNSGFQLLDLVHEEGEPEAASAGSCKTSDPDVILCNSVELIRERLTVSEDGPGVRRQEEQKHDDYVYDIYYLETATPGWIENILSVQPYSQEWELVNDDQEPEDIYDDEDDENSENNWRNEYPEEESSDGDEDSRGSADYNSLSEEERGSSRQRMWSKYPLDVQKEFGY.... (3) The miRNA is ath-miR398b-3p with sequence UGUGUUCUCAGGUCACCCCUG. The protein sequence of the target gene is MGRSRSRSSSRSKHTKSSKHNKKRSRSRSRSRDKERVRKRSKSRESKRNRRRESRSRSRSTNAAASRRERERASSPPDRIDIFGRTVSKRSSLDEKQKREEEEKKAEFERQRKIRQQEIEEKLIEEETARRVEELVAKRVEEELEKRKDEIEREVLRRVEEAKRIMEKQLLEELERQRQAELAAQKAREEEERAKREELERILEENNRKIAEAQAKLAEEQLRIVEEQRKIHEERMKLEQERQRQQKEEQKIILGKGKSRPKLSFSLKTQD. Result: 0 (no interaction). (4) The miRNA is mmu-miR-703 with sequence AAAACCUUCAGAAGGAAAGAA. The protein sequence of the target gene is MEPAVLAAHHLPHHEPISFGIDQILSGPEPPGGGLGPGQSGQSHGESAAFSSGFHGASGYAPAGSLASLPRGSGVGPGGVIRVPAHRPLPVPPPSGAAPAVPGPSGLGGAGGLAGLTFPWMDSGRRFAKDRLTAALSPFSGTRRIGHPYQNRTPPKRKKPRTSFSRSQVLELERRFLRQKYLASAERAALAKALRMTDAQVKTWFQNRRTKWRRQTAEEREAERHRAGRLLLHLQQDALPRPLRPPLPPDPLCLHNSSLFALQNLQPWAEDNKVASVSGLASVV. Result: 1 (interaction). (5) The miRNA is hsa-miR-4780 with sequence ACCCUUGAGCCUGAUCCCUAGC. The protein sequence of the target gene is MLNMESAGVSAAMAGLSKSLTTPFSINDILTRSNPETRRMSSVDSEPEPEKLKPSSDRERSISKSPPLCCRDLGLYKLTQPKEIQPSARQPSNYLQYYAAAMDNNNHHHQATGTSNSSAADYMQRKLAYFGSTLAAPLDMRRCTSNDSDCDSPPPLSSSPSESPLSHDGSGLSRKKRSRAAFSHAQVFELERRFAQQRYLSGPERSEMAKSLRLTETQVKIWFQNRRYKTKRKQIQQHEAALLGASKRVPVQVLVREDGSTTYAHMAAPGAGHGLDPALINIYRHQLQLAYGGLPLPQMQ.... Result: 0 (no interaction). (6) The miRNA is mmu-let-7b-5p with sequence UGAGGUAGUAGGUUGUGUGGUU. The protein sequence of the target gene is MVKRKSSEGQEQDGGRGIPLPIQTFLWRQTSAFLRPKLGKQYEASCVSFERVLVENKLHGLSPALSEAIQSISRWELVQAALPHVLHCTATLLSNRNKLGHQDKLGVAETKLLHTLHWMLLEAPQDCNNDQFGGTDRGSSWGGSSSAFIHQIENQGSPGQPCRSSSHDEEENNRRKTFQNSMATVELFVFLFAPLVHRIKESDLTFRLASGLVIWQPMWEHRQPEVSGFTALVKPIRNIITAKRSSPINSQSQTCESPNQDTRQQGEGLQVVSEALQSDSISPKATISGCHQGNSFDGSL.... Result: 1 (interaction). (7) The miRNA is hsa-miR-5706 with sequence UUCUGGAUAACAUGCUGAAGCU. The protein sequence of the target gene is MNEYPKKRKRKTLHPSRYSDSSGISRIADGFNGIFSDHCYSVCSMRQPDLKYFDNKDDDSDTETSNDLPKFADGIKARNRNQNYLVPSPVLRILDHTAFSTEKSADIVICDEECDSPESVNQQTQEESPIEVHTAEDVPIAVEVHAISEDYDIETENNSSESLQDQTDEEPPAKLCKILDKSQALNVTAQQKWPLLRANSSGLYKCELCEFNSKYFSDLKQHMILKHKRTDSNVCRVCKESFSTNMLLIEHAKLHEEDPYICKYCDYKTVIFENLSQHIADTHFSDHLYWCEQCDVQFSS.... Result: 0 (no interaction).